Dataset: Forward reaction prediction with 1.9M reactions from USPTO patents (1976-2016). Task: Predict the product of the given reaction. Given the reactants C([O:3][C:4](=O)[CH2:5][C:6]([C@H:8]1[CH2:13][CH2:12][N:11]([C:14]([O:16][CH3:17])=[O:15])[C@@H:10]([C:18]2[CH:23]=[CH:22][C:21]([C:24]([F:27])([F:26])[F:25])=[CH:20][CH:19]=2)[CH2:9]1)=[O:7])C.[OH-].[Na+].[NH2:31]O.Cl, predict the reaction product. The product is: [O:3]=[C:4]1[CH:5]=[C:6]([C@H:8]2[CH2:13][CH2:12][N:11]([C:14]([O:16][CH3:17])=[O:15])[C@@H:10]([C:18]3[CH:23]=[CH:22][C:21]([C:24]([F:27])([F:26])[F:25])=[CH:20][CH:19]=3)[CH2:9]2)[O:7][NH:31]1.